Dataset: Catalyst prediction with 721,799 reactions and 888 catalyst types from USPTO. Task: Predict which catalyst facilitates the given reaction. Reactant: [CH:1]1[CH:6]=CC=CC=1.[C:7]([O:11][CH3:12])(=[O:10])C=C.[NH2:13][C:14]1[O:18][C:17]([C:19]([O:21][CH3:22])=[O:20])=[CH:16][CH:15]=1. Product: [NH2:13][C:14]1[CH:1]=[CH:6][C:17]([OH:18])([C:19]([O:21][CH3:22])=[O:20])[CH2:16][C:15]=1[C:7]([O:11][CH3:12])=[O:10]. The catalyst class is: 91.